Dataset: Full USPTO retrosynthesis dataset with 1.9M reactions from patents (1976-2016). Task: Predict the reactants needed to synthesize the given product. (1) Given the product [CH2:1]([N:3]1[CH:7]=[CH:6][C:5]([NH:8][C:9](=[O:36])[C:10]2[CH:15]=[C:14]([O:16][C:17]3[CH:29]=[CH:28][C:20]4[C:21](=[O:27])[N:22]([CH3:26])[CH2:23][CH2:24][O:25][C:19]=4[CH:18]=3)[CH:13]=[C:12]([O:30][C@@H:31]([CH3:35])[CH2:32][OH:33])[CH:11]=2)=[N:4]1)[CH3:2], predict the reactants needed to synthesize it. The reactants are: [CH2:1]([N:3]1[CH:7]=[CH:6][C:5]([NH:8][C:9](=[O:36])[C:10]2[CH:15]=[C:14]([O:16][C:17]3[CH:29]=[CH:28][C:20]4[C:21](=[O:27])[N:22]([CH3:26])[CH2:23][CH2:24][O:25][C:19]=4[CH:18]=3)[CH:13]=[C:12]([O:30][C@@H:31]([CH3:35])[CH2:32][O:33]C)[CH:11]=2)=[N:4]1)[CH3:2].C[Si](I)(C)C.S([O-])([O-])(=O)=S.[Na+].[Na+]. (2) Given the product [Cl:1][C:2]1[CH:3]=[C:4]([NH:9][C:10]2[C:11]3[C:18](=[CH:35][C:23]4[NH:24][C:25]([C:27]([N:29]5[CH2:30][CH2:31][O:32][CH2:33][CH2:34]5)=[O:28])=[CH:26][C:22]=4[CH3:21])[C:17](=[O:19])[N:16]([CH3:20])[C:12]=3[N:13]=[CH:14][N:15]=2)[CH:5]=[CH:6][C:7]=1[F:8], predict the reactants needed to synthesize it. The reactants are: [Cl:1][C:2]1[CH:3]=[C:4]([NH:9][C:10]2[C:11]3[CH2:18][C:17](=[O:19])[N:16]([CH3:20])[C:12]=3[N:13]=[CH:14][N:15]=2)[CH:5]=[CH:6][C:7]=1[F:8].[CH3:21][C:22]1[CH:26]=[C:25]([C:27]([N:29]2[CH2:34][CH2:33][O:32][CH2:31][CH2:30]2)=[O:28])[NH:24][C:23]=1[CH:35]=O. (3) Given the product [CH2:17]([O:4][C:3]1[CH:5]=[CH:6][CH:7]=[CH:8][C:2]=1[CH:1]=[O:9])[CH:18]([CH3:20])[CH3:19], predict the reactants needed to synthesize it. The reactants are: [CH:1](=[O:9])[C:2]1[C:3](=[CH:5][CH:6]=[CH:7][CH:8]=1)[OH:4].C(=O)([O-])[O-].[K+].[K+].Cl[CH2:17][C:18]([CH3:20])=[CH2:19].Cl.[H][H]. (4) Given the product [F:1][C:2]1[CH:3]=[C:4]([CH:25]=[CH:26][C:27]=1[F:28])[O:5][CH:6]1[CH2:7][CH2:8][N:9]([CH:12]([CH3:24])[CH2:13][NH2:14])[CH2:10][CH2:11]1, predict the reactants needed to synthesize it. The reactants are: [F:1][C:2]1[CH:3]=[C:4]([CH:25]=[CH:26][C:27]=1[F:28])[O:5][CH:6]1[CH2:11][CH2:10][N:9]([CH:12]([CH3:24])[CH2:13][NH:14]C(=O)CC2C=CC=CC=2)[CH2:8][CH2:7]1. (5) Given the product [N:1]1[CH:6]=[CH:5][CH:4]=[CH:3][C:2]=1[CH2:7][O:8][CH2:9][C:10]1[CH:11]=[C:12]([N:16]2[C:20]3[CH:21]=[CH:22][C:23]([CH2:25][N:27]4[CH2:31][CH2:30][CH2:29][CH2:28]4)=[CH:24][C:19]=3[N:18]=[CH:17]2)[CH:13]=[CH:14][CH:15]=1, predict the reactants needed to synthesize it. The reactants are: [N:1]1[CH:6]=[CH:5][CH:4]=[CH:3][C:2]=1[CH2:7][O:8][CH2:9][C:10]1[CH:11]=[C:12]([N:16]2[C:20]3[CH:21]=[CH:22][C:23]([CH:25]=O)=[CH:24][C:19]=3[N:18]=[CH:17]2)[CH:13]=[CH:14][CH:15]=1.[NH:27]1[CH2:31][CH2:30][CH2:29][CH2:28]1.C(O[BH-](OC(=O)C)OC(=O)C)(=O)C.[Na+]. (6) Given the product [Cl:11][CH:9]([O:8][C:7](=[O:12])[N:5]([CH2:4][CH2:3][O:2][CH3:1])[CH3:6])[CH3:10], predict the reactants needed to synthesize it. The reactants are: [CH3:1][O:2][CH2:3][CH2:4][NH:5][CH3:6].[C:7](Cl)(=[O:12])[O:8][CH:9]([Cl:11])[CH3:10].N1C=CC=CC=1.